From a dataset of Peptide-MHC class II binding affinity with 134,281 pairs from IEDB. Regression. Given a peptide amino acid sequence and an MHC pseudo amino acid sequence, predict their binding affinity value. This is MHC class II binding data. The peptide sequence is LDKRQFELYKRTDIV. The MHC is HLA-DQA10501-DQB10302 with pseudo-sequence HLA-DQA10501-DQB10302. The binding affinity (normalized) is 0.308.